From a dataset of Full USPTO retrosynthesis dataset with 1.9M reactions from patents (1976-2016). Predict the reactants needed to synthesize the given product. (1) The reactants are: [NH2:1][C:2]1[CH:3]=[C:4]([OH:9])[CH:5]=[CH:6][C:7]=1[F:8].C(N(CC)CC)C.[CH3:17][N:18]1[C:22]([C:23](Cl)=[O:24])=[CH:21][C:20]([CH3:26])=[N:19]1. Given the product [F:8][C:7]1[CH:6]=[CH:5][C:4]([OH:9])=[CH:3][C:2]=1[NH:1][C:23]([C:22]1[N:18]([CH3:17])[N:19]=[C:20]([CH3:26])[CH:21]=1)=[O:24], predict the reactants needed to synthesize it. (2) Given the product [C:22]([C:19]1[N:20]=[CH:21][C:16]([N:10]2[C:11](=[O:15])[C:12]([CH3:14])([CH3:13])[N:8]([C:5]3[CH:4]=[CH:3][C:2]([O:1][CH2:68][CH2:67][CH2:66][CH2:65][CH2:64][O:63][CH2:62][CH2:61][CH2:60][O:59][CH2:58][C:57]([NH:56][C@@H:31]([C:30]([CH3:29])([CH3:82])[CH3:81])[C:32]([N:34]4[CH2:38][C@H:37]([OH:39])[CH2:36][C@H:35]4[C:40]([NH:42][CH2:43][C:44]4[CH:45]=[CH:46][C:47]([C:50]5[S:54][CH:53]=[N:52][C:51]=5[CH3:55])=[CH:48][CH:49]=4)=[O:41])=[O:33])=[O:80])=[CH:7][CH:6]=3)[C:9]2=[S:28])=[CH:17][C:18]=1[C:24]([F:25])([F:27])[F:26])#[N:23], predict the reactants needed to synthesize it. The reactants are: [OH:1][C:2]1[CH:7]=[CH:6][C:5]([N:8]2[C:12]([CH3:14])([CH3:13])[C:11](=[O:15])[N:10]([C:16]3[CH:17]=[C:18]([C:24]([F:27])([F:26])[F:25])[C:19]([C:22]#[N:23])=[N:20][CH:21]=3)[C:9]2=[S:28])=[CH:4][CH:3]=1.[CH3:29][C:30]([CH3:82])([CH3:81])[C@H:31]([NH:56][C:57](=[O:80])[CH2:58][O:59][CH2:60][CH2:61][CH2:62][O:63][CH2:64][CH2:65][CH2:66][CH2:67][CH2:68]OS(C1C=CC(C)=CC=1)(=O)=O)[C:32]([N:34]1[CH2:38][C@H:37]([OH:39])[CH2:36][C@H:35]1[C:40]([NH:42][CH2:43][C:44]1[CH:49]=[CH:48][C:47]([C:50]2[S:54][CH:53]=[N:52][C:51]=2[CH3:55])=[CH:46][CH:45]=1)=[O:41])=[O:33].C(=O)([O-])[O-].[K+].[K+]. (3) Given the product [Cl:1][C:2]1[C:7]([NH2:8])=[CH:6][C:5]([NH2:11])=[CH:4][C:3]=1[NH2:14], predict the reactants needed to synthesize it. The reactants are: [Cl:1][C:2]1[C:7]([N+:8]([O-])=O)=[CH:6][C:5]([N+:11]([O-])=O)=[CH:4][C:3]=1[N+:14]([O-])=O.[Sn].Cl. (4) Given the product [CH2:1]([O:8][C:9](=[O:20])[NH:10][C:11]([C:18](=[NH:19])[NH:29][OH:30])([CH3:17])[CH2:12][S:13]([CH3:16])(=[O:15])=[O:14])[C:2]1[CH:3]=[CH:4][CH:5]=[CH:6][CH:7]=1, predict the reactants needed to synthesize it. The reactants are: [CH2:1]([O:8][C:9](=[O:20])[NH:10][C:11]([C:18]#[N:19])([CH3:17])[CH2:12][S:13]([CH3:16])(=[O:15])=[O:14])[C:2]1[CH:7]=[CH:6][CH:5]=[CH:4][CH:3]=1.C(N(CC)CC)C.Cl.[NH2:29][OH:30]. (5) Given the product [F:1][C:2]1[CH:7]=[CH:6][C:5]([C:8]2[O:9][C:10]3[CH:20]=[CH:19][C:18]([C:21]4[CH:29]=[C:25]([C:26](=[O:27])[NH:42][C:39]5([C:34]6[N:35]=[CH:36][CH:37]=[CH:38][N:33]=6)[CH2:41][CH2:40]5)[C:24]([O:30][CH3:31])=[CH:23][C:22]=4[CH3:32])=[CH:17][C:11]=3[C:12]=2[C:13]([NH:14][CH3:15])=[O:16])=[CH:4][CH:3]=1, predict the reactants needed to synthesize it. The reactants are: [F:1][C:2]1[CH:7]=[CH:6][C:5]([C:8]2[O:9][C:10]3[CH:20]=[CH:19][C:18]([C:21]4[C:22]([CH3:32])=[CH:23][C:24]([O:30][CH3:31])=[C:25]([CH:29]=4)[C:26](O)=[O:27])=[CH:17][C:11]=3[C:12]=2[C:13](=[O:16])[NH:14][CH3:15])=[CH:4][CH:3]=1.[N:33]1[CH:38]=[CH:37][CH:36]=[N:35][C:34]=1[C:39]1([NH2:42])[CH2:41][CH2:40]1.C1C=CC2N(O)N=NC=2C=1.CCN=C=NCCCN(C)C.Cl.C(N(C(C)C)CC)(C)C.